From a dataset of Full USPTO retrosynthesis dataset with 1.9M reactions from patents (1976-2016). Predict the reactants needed to synthesize the given product. (1) Given the product [NH:1]1[CH:5]=[CH:4][N:3]=[C:2]1[CH2:6][CH2:7][CH2:8][C:9]1[CH:10]=[CH:11][C:12]([NH:15][C:16](=[O:25])[O:17][CH2:18][C:19]2[CH:24]=[CH:23][CH:22]=[CH:21][CH:20]=2)=[CH:13][CH:14]=1, predict the reactants needed to synthesize it. The reactants are: [NH:1]1[CH2:5][CH2:4][N:3]=[C:2]1[CH2:6][CH2:7][CH2:8][C:9]1[CH:14]=[CH:13][C:12]([NH:15][C:16](=[O:25])[O:17][CH2:18][C:19]2[CH:24]=[CH:23][CH:22]=[CH:21][CH:20]=2)=[CH:11][CH:10]=1.[Mn]([O-])(=O)(=O)=O.[K+].CO. (2) Given the product [I:1][C:2]1[CH:3]=[C:4]([N+:11]([O-:13])=[O:12])[CH:5]=[C:6]2[C:10]=1[NH:9][CH:8]=[CH:7]2, predict the reactants needed to synthesize it. The reactants are: [I:1][C:2]1[CH:3]=[C:4]([N+:11]([O-:13])=[O:12])[CH:5]=[C:6]2[C:10]=1[NH:9][CH2:8][CH2:7]2.ClC1C(=O)C(C#N)=C(C#N)C(=O)C=1Cl. (3) Given the product [CH2:32]1[CH2:41][O:40][C:39]2[CH:38]=[CH:37][C:36]([NH:42][C:43]3[C:48]([F:49])=[CH:47][N:46]=[C:45]([NH:50][C:51]4[CH:52]=[CH:53][C:54]5[O:58][C:57]([C:59]([OH:61])=[O:60])=[CH:56][C:55]=5[CH:63]=4)[N:44]=3)=[CH:35][C:34]=2[O:33]1, predict the reactants needed to synthesize it. The reactants are: C(C1C=CC(NC2C(F)=CN=C(NC3C=CC4OC(C(O)=O)CC=4C=3)N=2)=CC=1)(C)(C)C.[CH2:32]1[CH2:41][O:40][C:39]2[CH:38]=[CH:37][C:36]([NH:42][C:43]3[C:48]([F:49])=[CH:47][N:46]=[C:45]([NH:50][C:51]4[CH:52]=[CH:53][C:54]5[O:58][C:57]([C:59]([O:61]C)=[O:60])=[CH:56][C:55]=5[CH:63]=4)[N:44]=3)=[CH:35][C:34]=2[O:33]1.[Li+].[OH-]. (4) Given the product [C:21]1([CH2:20][N:17]2[CH2:18][CH2:19][CH:14]([CH2:13][CH2:12][NH:11][C:2]3[C:6]4[CH:7]=[CH:8][CH:9]=[CH:10][C:5]=4[O:4][N:3]=3)[CH2:15][CH2:16]2)[CH:22]=[CH:23][CH:24]=[CH:25][CH:26]=1, predict the reactants needed to synthesize it. The reactants are: Cl[C:2]1[C:6]2[CH:7]=[CH:8][CH:9]=[CH:10][C:5]=2[O:4][N:3]=1.[NH2:11][CH2:12][CH2:13][CH:14]1[CH2:19][CH2:18][N:17]([CH2:20][C:21]2[CH:26]=[CH:25][CH:24]=[CH:23][CH:22]=2)[CH2:16][CH2:15]1.C([O-])([O-])=O.[K+].[K+]. (5) Given the product [Si:1]([O:8][C:9]1[CH:10]=[C:11]([C:15]2([CH2:32][CH2:33][CH2:34][NH:35][C:36](=[O:42])[O:37][C:38]([CH3:41])([CH3:40])[CH3:39])[N:19]([C:20]3[S:21][C:45]([CH3:46])=[N:23][N:22]=3)[N:18]=[C:17]([C:24]3[CH:29]=[C:28]([F:30])[CH:27]=[CH:26][C:25]=3[F:31])[S:16]2)[CH:12]=[CH:13][CH:14]=1)([C:4]([CH3:6])([CH3:7])[CH3:5])([CH3:3])[CH3:2], predict the reactants needed to synthesize it. The reactants are: [Si:1]([O:8][C:9]1[CH:10]=[C:11]([C:15]2([CH2:32][CH2:33][CH2:34][NH:35][C:36](=[O:42])[O:37][C:38]([CH3:41])([CH3:40])[CH3:39])[N:19]([C:20]([NH:22][NH2:23])=[S:21])[N:18]=[C:17]([C:24]3[CH:29]=[C:28]([F:30])[CH:27]=[CH:26][C:25]=3[F:31])[S:16]2)[CH:12]=[CH:13][CH:14]=1)([C:4]([CH3:7])([CH3:6])[CH3:5])([CH3:3])[CH3:2].CO[C:45](OC)(OC)[CH3:46]. (6) Given the product [Br:15][CH2:16][CH2:17][CH2:18][CH2:19][O:1][C:2]1[CH:11]=[C:10]2[C:5]([C:6]([CH3:14])([CH3:13])[CH2:7][C:8](=[O:12])[NH:9]2)=[CH:4][CH:3]=1, predict the reactants needed to synthesize it. The reactants are: [OH:1][C:2]1[CH:11]=[C:10]2[C:5]([C:6]([CH3:14])([CH3:13])[CH2:7][C:8](=[O:12])[NH:9]2)=[CH:4][CH:3]=1.[Br:15][CH2:16][CH2:17][CH2:18][CH2:19]Br.C(=O)([O-])[O-].[K+].[K+].O.